This data is from NCI-60 drug combinations with 297,098 pairs across 59 cell lines. The task is: Regression. Given two drug SMILES strings and cell line genomic features, predict the synergy score measuring deviation from expected non-interaction effect. (1) Drug 2: CCN(CC)CCCC(C)NC1=C2C=C(C=CC2=NC3=C1C=CC(=C3)Cl)OC. Cell line: NCI/ADR-RES. Drug 1: C1CC(C1)(C(=O)O)C(=O)O.[NH2-].[NH2-].[Pt+2]. Synergy scores: CSS=3.76, Synergy_ZIP=-3.55, Synergy_Bliss=0.0856, Synergy_Loewe=-14.3, Synergy_HSA=-8.09. (2) Drug 1: C#CCC(CC1=CN=C2C(=N1)C(=NC(=N2)N)N)C3=CC=C(C=C3)C(=O)NC(CCC(=O)O)C(=O)O. Drug 2: COC1=C2C(=CC3=C1OC=C3)C=CC(=O)O2. Cell line: SR. Synergy scores: CSS=-4.21, Synergy_ZIP=0.835, Synergy_Bliss=-3.62, Synergy_Loewe=-10.5, Synergy_HSA=-10.5. (3) Drug 1: C(CC(=O)O)C(=O)CN.Cl. Drug 2: CS(=O)(=O)OCCCCOS(=O)(=O)C. Cell line: T-47D. Synergy scores: CSS=17.4, Synergy_ZIP=-0.542, Synergy_Bliss=4.04, Synergy_Loewe=1.01, Synergy_HSA=3.25. (4) Drug 1: C#CCC(CC1=CN=C2C(=N1)C(=NC(=N2)N)N)C3=CC=C(C=C3)C(=O)NC(CCC(=O)O)C(=O)O. Drug 2: C1CN(CCN1C(=O)CCBr)C(=O)CCBr. Cell line: OVCAR-8. Synergy scores: CSS=16.7, Synergy_ZIP=-1.32, Synergy_Bliss=3.26, Synergy_Loewe=2.62, Synergy_HSA=2.38. (5) Drug 1: C1CNP(=O)(OC1)N(CCCl)CCCl. Drug 2: CC1C(C(CC(O1)OC2CC(CC3=C2C(=C4C(=C3O)C(=O)C5=CC=CC=C5C4=O)O)(C(=O)C)O)N)O. Cell line: RPMI-8226. Synergy scores: CSS=34.4, Synergy_ZIP=-0.904, Synergy_Bliss=-2.98, Synergy_Loewe=-55.1, Synergy_HSA=-2.56. (6) Cell line: DU-145. Drug 2: B(C(CC(C)C)NC(=O)C(CC1=CC=CC=C1)NC(=O)C2=NC=CN=C2)(O)O. Synergy scores: CSS=33.6, Synergy_ZIP=-6.47, Synergy_Bliss=-5.90, Synergy_Loewe=-13.8, Synergy_HSA=-4.04. Drug 1: C1=NC2=C(N1)C(=S)N=CN2. (7) Drug 1: CCN(CC)CCNC(=O)C1=C(NC(=C1C)C=C2C3=C(C=CC(=C3)F)NC2=O)C. Drug 2: CC12CCC3C(C1CCC2O)C(CC4=C3C=CC(=C4)O)CCCCCCCCCS(=O)CCCC(C(F)(F)F)(F)F. Cell line: RXF 393. Synergy scores: CSS=-2.32, Synergy_ZIP=0.472, Synergy_Bliss=-2.06, Synergy_Loewe=-4.42, Synergy_HSA=-3.88. (8) Drug 2: C1CNP(=O)(OC1)N(CCCl)CCCl. Synergy scores: CSS=34.6, Synergy_ZIP=5.12, Synergy_Bliss=4.21, Synergy_Loewe=-25.5, Synergy_HSA=4.24. Drug 1: CCC1=C2CN3C(=CC4=C(C3=O)COC(=O)C4(CC)O)C2=NC5=C1C=C(C=C5)O. Cell line: SW-620.